This data is from Reaction yield outcomes from USPTO patents with 853,638 reactions. The task is: Predict the reaction yield, written as a fraction of the theoretical maximum amount of product (1.0 means a 100% yield; for example, 0.34 means a 34% yield). (1) The reactants are [Br:1][C:2]1[CH:7]=[CH:6][C:5]([C@@H:8]2[CH2:10][O:9]2)=[CH:4][CH:3]=1.[NH:11]1[CH2:16][CH2:15][O:14][CH2:13][CH2:12]1.O.[O-2].[O-2].[O-2].O=[Si]=O.O=[Si]=O.O=[Si]=O.O=[Si]=O.[Al+3].[Al+3]. The catalyst is C(Cl)Cl. The product is [Br:1][C:2]1[CH:7]=[CH:6][C:5]([C@@H:8]([OH:9])[CH2:10][N:11]2[CH2:16][CH2:15][O:14][CH2:13][CH2:12]2)=[CH:4][CH:3]=1. The yield is 0.416. (2) The reactants are N.CO.[CH2:4]([O:6][C:7](=[O:22])/[CH:8]=[C:9](/[N:17]1CCCC1)\[C@H:10]([CH3:16])[C@H:11]([CH3:15])/[CH:12]=[CH:13]/[CH3:14])[CH3:5]. No catalyst specified. The product is [CH2:4]([O:6][C:7](=[O:22])/[CH:8]=[C:9](\[NH2:17])/[C@H:10]([CH3:16])[C@H:11]([CH3:15])/[CH:12]=[CH:13]/[CH3:14])[CH3:5]. The yield is 1.03. (3) The reactants are CCCC[N+](CCCC)(CCCC)CCCC.[F-].C([Si](C1C=CC=CC=1)(C1C=CC=CC=1)[O:24][CH2:25][CH2:26][CH2:27][N:28]1[C:32]2=[N:33][CH:34]=[CH:35][CH:36]=[C:31]2[C:30]([C:37]2[C:38](=[O:49])[NH:39][C:40](=[O:48])[C:41]=2[C:42]2[O:43][CH2:44][CH2:45][CH2:46][CH:47]=2)=[CH:29]1)(C)(C)C. The catalyst is C1COCC1. The product is [O:43]1[C:42]([C:41]2[C:40](=[O:48])[NH:39][C:38](=[O:49])[C:37]=2[C:30]2[C:31]3[C:32](=[N:33][CH:34]=[CH:35][CH:36]=3)[N:28]([CH2:27][CH2:26][CH2:25][OH:24])[CH:29]=2)=[CH:47][CH2:46][CH2:45][CH2:44]1. The yield is 0.700. (4) The reactants are CC(C)([O-])C.[K+].[Cl:7][C:8]1[C:9](F)=[N:10][CH:11]=[C:12]([O:14][CH2:15][CH2:16][CH2:17][O:18][CH:19]2[CH2:24][CH2:23][CH2:22][CH2:21][O:20]2)[CH:13]=1.CN(C)C(=O)C.[CH3:32][C:33]1[N:34]=[CH:35][C:36]([NH:39][C:40]2[C:49]3[C:44](=[CH:45][CH:46]=[C:47]([OH:50])[CH:48]=3)[N:43]=[CH:42][N:41]=2)=[N:37][CH:38]=1. The catalyst is O. The product is [Cl:7][C:8]1[C:9]([O:50][C:47]2[CH:48]=[C:49]3[C:44](=[CH:45][CH:46]=2)[N:43]=[CH:42][N:41]=[C:40]3[NH:39][C:36]2[CH:35]=[N:34][C:33]([CH3:32])=[CH:38][N:37]=2)=[N:10][CH:11]=[C:12]([O:14][CH2:15][CH2:16][CH2:17][O:18][CH:19]2[CH2:24][CH2:23][CH2:22][CH2:21][O:20]2)[CH:13]=1. The yield is 0.710. (5) The reactants are [Br:1][C:2]1[CH:6]=[N:5][N:4]([CH:7]([CH3:9])[CH3:8])[C:3]=1[C:10]1[CH:11]=[C:12]([NH2:18])[CH:13]=[CH:14][C:15]=1[O:16][CH3:17].[F:19][C:20]1[CH:21]=[C:22]([N:27]=[C:28]=[O:29])[CH:23]=[CH:24][C:25]=1[F:26]. The catalyst is C(Cl)Cl. The product is [Br:1][C:2]1[CH:6]=[N:5][N:4]([CH:7]([CH3:9])[CH3:8])[C:3]=1[C:10]1[CH:11]=[C:12]([NH:18][C:28]([NH:27][C:22]2[CH:23]=[CH:24][C:25]([F:26])=[C:20]([F:19])[CH:21]=2)=[O:29])[CH:13]=[CH:14][C:15]=1[O:16][CH3:17]. The yield is 0.800. (6) The reactants are [C:1]([O:5][C:6](=[O:17])[NH:7][C:8]1[CH:13]=[CH:12][C:11]([CH2:14][CH2:15][OH:16])=[CH:10][CH:9]=1)([CH3:4])([CH3:3])[CH3:2].[CH2:18]([O:20][C:21](=[O:34])[CH:22]([O:31][CH2:32][CH3:33])[CH2:23][C:24]1[CH:29]=[CH:28][C:27](O)=[CH:26][CH:25]=1)[CH3:19].N(C(N1CCCCC1)=O)=NC(N1CCCCC1)=O.C1(P(C2C=CC=CC=2)C2C=CC=CC=2)C=CC=CC=1. The catalyst is ClCCl. The product is [CH2:18]([O:20][C:21](=[O:34])[CH:22]([O:31][CH2:32][CH3:33])[CH2:23][C:24]1[CH:29]=[CH:28][C:27]([O:16][CH2:15][CH2:14][C:11]2[CH:10]=[CH:9][C:8]([NH:7][C:6]([O:5][C:1]([CH3:4])([CH3:2])[CH3:3])=[O:17])=[CH:13][CH:12]=2)=[CH:26][CH:25]=1)[CH3:19]. The yield is 0.890.